Dataset: Catalyst prediction with 721,799 reactions and 888 catalyst types from USPTO. Task: Predict which catalyst facilitates the given reaction. (1) Reactant: CN(C)[C:3](=[O:10])[C:4]1[CH:9]=[CH:8][CH:7]=[N:6][CH:5]=1.P(Cl)(Cl)(Cl)=O.[S:17]1[CH:21]=[CH:20][N:19]2[CH:22]=[N:23][CH:24]=[C:18]12.[OH-].[Na+]. Product: [N:6]1[CH:7]=[CH:8][CH:9]=[C:4]([C:3]([C:24]2[N:23]=[CH:22][N:19]3[CH:20]=[CH:21][S:17][C:18]=23)=[O:10])[CH:5]=1.[N:6]1[CH:7]=[CH:8][CH:9]=[C:4]([C:3]([C:22]2[N:19]3[C:18]([S:17][CH:21]=[CH:20]3)=[CH:24][N:23]=2)=[O:10])[CH:5]=1. The catalyst class is: 26. (2) Reactant: [OH:1][C:2]1[CH:14]=[CH:13][C:5]([O:6][CH2:7][C:8]([O:10][CH2:11][CH3:12])=[O:9])=[C:4]([N+:15]([O-:17])=[O:16])[CH:3]=1.C(=O)([O-])[O-].[K+].[K+].[Br:24][CH2:25][CH2:26][CH2:27][CH2:28]Br. Product: [Br:24][CH2:25][CH2:26][CH2:27][CH2:28][O:1][C:2]1[CH:14]=[CH:13][C:5]([O:6][CH2:7][C:8]([O:10][CH2:11][CH3:12])=[O:9])=[C:4]([N+:15]([O-:17])=[O:16])[CH:3]=1. The catalyst class is: 21.